This data is from Reaction yield outcomes from USPTO patents with 853,638 reactions. The task is: Predict the reaction yield, written as a fraction of the theoretical maximum amount of product (1.0 means a 100% yield; for example, 0.34 means a 34% yield). (1) The reactants are C(OC([N:8]1[CH2:13][CH2:12][N:11]([C:14]2[N:19]=[CH:18][N:17]=[C:16]3[NH:20][N:21]=[CH:22][C:15]=23)[CH2:10][CH2:9]1)=O)(C)(C)C.[ClH:23]. The catalyst is O1CCOCC1.C(OCC)C. The product is [ClH:23].[ClH:23].[N:11]1([C:14]2[N:19]=[CH:18][N:17]=[C:16]3[NH:20][N:21]=[CH:22][C:15]=23)[CH2:10][CH2:9][NH:8][CH2:13][CH2:12]1. The yield is 0.990. (2) The reactants are C(=O)([O-])[O-].[Cs+].[Cs+].C1C=CC(P(C2C=CC3C(=CC=CC=3)C=2C2C3C(=CC=CC=3)C=CC=2P(C2C=CC=CC=2)C2C=CC=CC=2)C2C=CC=CC=2)=CC=1.[Cl:53][C:54]1[N:55]=[CH:56][CH:57]=[C:58]2[C:62]([CH3:63])=[C:61]([CH3:64])[N:60]([CH2:65][CH:66]([CH3:68])[CH3:67])[C:59]=12.[CH3:69][C:70]1[CH:77]=[CH:76][C:73]([CH2:74][NH2:75])=[CH:72][CH:71]=1. The catalyst is C1(C)C=CC=CC=1.C1C=CC(/C=C/C(/C=C/C2C=CC=CC=2)=O)=CC=1.C1C=CC(/C=C/C(/C=C/C2C=CC=CC=2)=O)=CC=1.C1C=CC(/C=C/C(/C=C/C2C=CC=CC=2)=O)=CC=1.[Pd].[Pd]. The product is [ClH:53].[CH2:65]([N:60]1[C:59]2=[C:54]([NH:75][CH2:74][C:73]3[CH:76]=[CH:77][C:70]([CH3:69])=[CH:71][CH:72]=3)[N:55]=[CH:56][CH:57]=[C:58]2[C:62]([CH3:63])=[C:61]1[CH3:64])[CH:66]([CH3:68])[CH3:67]. The yield is 0.210. (3) The reactants are C([O:5][C:6]([C:8]1[CH:29]=[CH:28][C:11]([CH2:12][N:13]2[C:18](=[O:19])[C:17]3[CH:20]=[C:21]([C:23]([OH:25])=O)[S:22][C:16]=3[N:15]([CH3:26])[C:14]2=[O:27])=[CH:10][CH:9]=1)=[O:7])(C)(C)C.CCN(CC)CC.[F:37][C:38]1[CH:45]=[CH:44][C:41]([CH2:42][NH2:43])=[CH:40][CH:39]=1. The yield is 0.770. The product is [F:37][C:38]1[CH:45]=[CH:44][C:41]([CH2:42][NH:43][C:23]([C:21]2[S:22][C:16]3[N:15]([CH3:26])[C:14](=[O:27])[N:13]([CH2:12][C:11]4[CH:10]=[CH:9][C:8]([C:6]([OH:5])=[O:7])=[CH:29][CH:28]=4)[C:18](=[O:19])[C:17]=3[CH:20]=2)=[O:25])=[CH:40][CH:39]=1. The catalyst is C(Cl)Cl. (4) The reactants are [C:1]1([C:7]2[C:8]([C:12]([O:14]CC)=O)=[N:9][O:10][CH:11]=2)[CH:6]=[CH:5][CH:4]=[CH:3][CH:2]=1.Cl.[Cl:18][C:19]1[CH:20]=[C:21]2[C:25](=[CH:26][CH:27]=1)[NH:24][CH:23]=[C:22]2[CH2:28][CH2:29][NH2:30].CN(C(ON1N=NC2C=CC=NC1=2)=[N+](C)C)C.F[P-](F)(F)(F)(F)F.C(N(CC)C(C)C)(C)C. The catalyst is C1COCC1.[OH-].[Na+].O.CN(C=O)C.C(OCC)(=O)C. The product is [Cl:18][C:19]1[CH:20]=[C:21]2[C:25](=[CH:26][CH:27]=1)[NH:24][CH:23]=[C:22]2[CH2:28][CH2:29][NH:30][C:12]([C:8]1[C:7]([C:1]2[CH:2]=[CH:3][CH:4]=[CH:5][CH:6]=2)=[CH:11][O:10][N:9]=1)=[O:14]. The yield is 0.300. (5) The reactants are [CH2:1]([N:3]([CH2:37][CH3:38])[C:4]([C:6]1[CH:15]=[CH:14][C:13]2[C:8](=[CH:9][CH:10]=[CH:11][C:12]=2[NH:16][CH2:17][C:18]([OH:36])([C:32]([F:35])([F:34])[F:33])[CH2:19][C:20]([C:23]2[CH:28]=[C:27]([F:29])[CH:26]=[CH:25][C:24]=2[O:30]C)([CH3:22])[CH3:21])[N:7]=1)=[O:5])[CH3:2].B(Br)(Br)Br.O. The catalyst is ClCCl. The product is [CH2:37]([N:3]([CH2:1][CH3:2])[C:4]([C:6]1[CH:15]=[CH:14][C:13]2[C:8](=[CH:9][CH:10]=[CH:11][C:12]=2[NH:16][CH2:17][C:18]([OH:36])([C:32]([F:34])([F:33])[F:35])[CH2:19][C:20]([C:23]2[CH:28]=[C:27]([F:29])[CH:26]=[CH:25][C:24]=2[OH:30])([CH3:21])[CH3:22])[N:7]=1)=[O:5])[CH3:38]. The yield is 0.280.